Dataset: NCI-60 drug combinations with 297,098 pairs across 59 cell lines. Task: Regression. Given two drug SMILES strings and cell line genomic features, predict the synergy score measuring deviation from expected non-interaction effect. (1) Cell line: OVCAR-4. Synergy scores: CSS=50.8, Synergy_ZIP=-4.09, Synergy_Bliss=0.131, Synergy_Loewe=3.55, Synergy_HSA=4.71. Drug 2: CC1C(C(CC(O1)OC2CC(CC3=C2C(=C4C(=C3O)C(=O)C5=C(C4=O)C(=CC=C5)OC)O)(C(=O)CO)O)N)O.Cl. Drug 1: C1=C(C(=O)NC(=O)N1)N(CCCl)CCCl. (2) Drug 1: C1C(C(OC1N2C=C(C(=O)NC2=O)F)CO)O. Drug 2: CC1CCCC2(C(O2)CC(NC(=O)CC(C(C(=O)C(C1O)C)(C)C)O)C(=CC3=CSC(=N3)C)C)C. Cell line: SR. Synergy scores: CSS=68.7, Synergy_ZIP=-1.26, Synergy_Bliss=-1.59, Synergy_Loewe=-3.84, Synergy_HSA=-0.166.